This data is from Experimentally validated miRNA-target interactions with 360,000+ pairs, plus equal number of negative samples. The task is: Binary Classification. Given a miRNA mature sequence and a target amino acid sequence, predict their likelihood of interaction. (1) The miRNA is hsa-miR-548as-5p with sequence AAAAGUAAUUGCGGGUUUUGCC. The protein sequence of the target gene is MNSGVAMKYGNDSSAELSELHSAALASLKGDIVELNKRLQQTERERDLLEKKLAKAQCEQSHLMREHEDVQERTTLRYEERITELHSVIAELNKKIDRLQGTTIREEDEYSELRSELSQSQHEVNEDSRSMDQDQTSVSIPENQSTMVTADMDNCSDLNSELQRVLTGLENVVCGRKKSSCSLSVAEVDKHIEQLTTASEHCDLAIKTVEEIEGVLGRDLYPNLAEERSRWEKELAGLREENESLTAMLCSKEEELNRTKATMNAIREERDRLRRRVRELQTRLQSVQATGPSSPGRLTS.... Result: 1 (interaction). (2) The miRNA is hsa-miR-135b-3p with sequence AUGUAGGGCUAAAAGCCAUGGG. The protein sequence of the target gene is MQLKIMPKKKRLSAGRVPLILFLCQMISALEVPLDPKLLEDLVQPPTITQQSPKDYIIDPRENIVIQCEAKGKPPPSFSWTRNGTHFDIDKDPLVTMKPGTGTLIINIMSEGKAETYEGVYQCTARNERGAAVSNNIVVRPSRSPLWTKEKLEPITLQSGQSLVLPCRPPIGLPPPIIFWMDNSFQRLPQSERVSQGLNGDLYFSNVLPEDTREDYICYARFNHTQTIQQKQPISVKVISVDELNDTIAANLSDTEFYGAKSSRERPPTFLTPEGNASNKEELRGNVLSLECIAEGLPTP.... Result: 0 (no interaction). (3) The miRNA is hsa-miR-30a-3p with sequence CUUUCAGUCGGAUGUUUGCAGC. The protein sequence of the target gene is MALHIHEACILLLVIPGLVTSAAISHEDYPADEGDQISSNDNLIFDDYRGKGCVDDSGFVYKLGERFFPGHSNCPCVCALDGPVCDQPECPKIHPKCTKVEHNGCCPECKEVKNFCEYHGKNYKILEEFKPSPCEWCRCEPSNEVHCVVADCAVPECVNPVYEPEQCCPVCKNGPNCFAGTTIIPAGIEVKVDECNICHCHNGDWWKPAQCSKRECQGKQTV. Result: 1 (interaction). (4) The protein sequence of the target gene is MAASAPPPPDKLEGGGGPAPPPAPPSTGRKQGKAGLQMKSPEKKRRKSNTQGPAYSHLTEFAPPPTPMVDHLVASNPFEDDFGAPKVGVAAPPFLGSPVPFGGFRVQGGMAGQVPPGYSTGGGGGPQPLRRQPPPFPPNPMGPAFNMPPQGPGYPPPGNMNFPSQPFNQPLGQNFSPPSGQMMPGPVGGFGPMISPTMGQPPRAELGPPSLSQRFAQPGAPFGPSPLQRPGQGLPSLPPNTSPFPGPDPGFPGPGGEDGGKPLNPPASTAFPQEPHSGSPAAAVNGNQPSFPPNSSGRGG.... The miRNA is hsa-miR-542-5p with sequence UCGGGGAUCAUCAUGUCACGAGA. Result: 0 (no interaction). (5) The miRNA is mmu-miR-1199-5p with sequence UCUGAGUCCCGGUCGCGCGG. The protein sequence of the target gene is MASGVEVLRFQLPGHEAATLRNMNQLRAEERFCDVTIVADSLKFRGHKVILAACSPFLRDQFLLNPSSELQVSLMHSARIVADLLLSCYTGALEFAVRDIVNYLTAASYLQMEHVVEKCRNALSQFIEPKIGLKEDGVSEASLVSSISATKSLLPPARTPKPAPKPPPPPPLPPPLLRPVKLEFPLDEDLELKAEEEDEDEDEDVSDICIVKVESALEVAHRLKPPGGLGGGLGIGGSVGGHLGELAQSSVPPSTVAPPQGVVKACYSLSEDAEGEGLLLIPGGRASVGATSGLVEAAAV.... Result: 0 (no interaction).